Regression/Classification. Given a drug SMILES string, predict its absorption, distribution, metabolism, or excretion properties. Task type varies by dataset: regression for continuous measurements (e.g., permeability, clearance, half-life) or binary classification for categorical outcomes (e.g., BBB penetration, CYP inhibition). Dataset: cyp2d6_veith. From a dataset of CYP2D6 inhibition data for predicting drug metabolism from PubChem BioAssay. The drug is O=C(c1csnn1)N1CCC2(CC1)CCN(c1ccncc1)CC2. The result is 0 (non-inhibitor).